The task is: Predict the reaction yield, written as a fraction of the theoretical maximum amount of product (1.0 means a 100% yield; for example, 0.34 means a 34% yield).. This data is from Reaction yield outcomes from USPTO patents with 853,638 reactions. (1) The reactants are Br[C:2]1[CH:3]=[CH:4][C:5]([NH2:8])=[N:6][CH:7]=1.[CH3:9][C:10]1(C)[C:14](C)(C)OB(C(C)=C)O1.C([O-])([O-])=O.[K+].[K+]. The catalyst is COCCOC.O.C(P(C(C)(C)C)C(C)(C)C)(C)(C)C.C(P(C(C)(C)C)C(C)(C)C)(C)(C)C.[Pd]. The product is [CH2:9]=[C:10]([C:2]1[CH:3]=[CH:4][C:5]([NH2:8])=[N:6][CH:7]=1)[CH3:14]. The yield is 0.710. (2) The reactants are [CH:1]([N:4]1[CH2:9][CH2:8][N:7]([C:10]([C:12]2[CH:13]=[C:14]3[C:18](=[CH:19][CH:20]=2)[NH:17][C:16]([C:21]([N:23]2[CH2:28][CH2:27][N:26]([S:29]([N:32]4[CH2:37][CH2:36][CH2:35][CH2:34][CH2:33]4)(=[O:31])=[O:30])[CH2:25][CH2:24]2)=[O:22])=[CH:15]3)=[O:11])[CH2:6][CH2:5]1)([CH3:3])[CH3:2].[F:38][C:39]([F:50])([F:49])[C:40]1[CH:41]=[C:42](B(O)O)[CH:43]=[CH:44][CH:45]=1. No catalyst specified. The product is [CH:1]([N:4]1[CH2:9][CH2:8][N:7]([C:10]([C:12]2[CH:13]=[C:14]3[C:18](=[CH:19][CH:20]=2)[N:17]([C:44]2[CH:43]=[CH:42][CH:41]=[C:40]([C:39]([F:50])([F:49])[F:38])[CH:45]=2)[C:16]([C:21]([N:23]2[CH2:28][CH2:27][N:26]([S:29]([N:32]4[CH2:37][CH2:36][CH2:35][CH2:34][CH2:33]4)(=[O:31])=[O:30])[CH2:25][CH2:24]2)=[O:22])=[CH:15]3)=[O:11])[CH2:6][CH2:5]1)([CH3:3])[CH3:2]. The yield is 0.670. (3) The reactants are [CH2:1](O)[CH2:2][CH2:3][CH2:4][CH2:5][CH2:6][CH2:7][CH2:8][CH2:9][CH:10]=[CH2:11].C1(=O)[NH:17]C(=O)C2=CC=CC=C12.NN. No catalyst specified. The product is [NH2:17][CH2:1][CH2:2][CH2:3][CH2:4][CH2:5][CH2:6][CH2:7][CH2:8][CH2:9][CH:10]=[CH2:11]. The yield is 0.660. (4) No catalyst specified. The yield is 0.180. The reactants are [N:1]1[CH:6]=[CH:5][CH:4]=[CH:3][C:2]=1[C:7]1[O:11][CH:10]=[N:9][CH:8]=1.[CH2:12]([O:19][C:20]1[CH:21]=[C:22]([CH2:26][CH2:27][C:28](O)=[O:29])[CH:23]=[CH:24][CH:25]=1)[C:13]1[CH:18]=[CH:17][CH:16]=[CH:15][CH:14]=1. The product is [O:29]=[C:28]([C:10]1[O:11][C:7]([C:2]2[CH:3]=[CH:4][CH:5]=[CH:6][N:1]=2)=[CH:8][N:9]=1)[CH2:27][CH2:26][C:22]1[CH:23]=[CH:24][CH:25]=[C:20]([O:19][CH2:12][C:13]2[CH:18]=[CH:17][CH:16]=[CH:15][CH:14]=2)[CH:21]=1. (5) The reactants are [F:1][C:2]1[C:7]([F:8])=[CH:6][CH:5]=[CH:4][C:3]=1[C:9]1[N:45]=[C:12]2[CH:13]=[N:14][N:15]([CH:17]([C:26]3[O:30][N:29]=[C:28]([C:31]4[CH:36]=[CH:35][C:34]([O:37][CH2:38][CH2:39][CH3:40])=[CH:33][C:32]=4[C:41]([F:44])([F:43])[F:42])[CH:27]=3)[C:18]([O:20][CH2:21][CH2:22][C:23](O)=[O:24])=[O:19])[CH:16]=[C:11]2[N:10]=1.[NH2:46][C@H:47]([C:49]([NH:51][C@H:52]([C:60]([O:62]C(C)(C)C)=[O:61])[CH2:53][C:54]1[CH:59]=[CH:58][CH:57]=[CH:56][CH:55]=1)=[O:50])[CH3:48].CN(C(ON1N=NC2C=CC=NC1=2)=[N+](C)C)C.F[P-](F)(F)(F)(F)F.CCN(C(C)C)C(C)C. The catalyst is CC#N. The product is [F:1][C:2]1[C:7]([F:8])=[CH:6][CH:5]=[CH:4][C:3]=1[C:9]1[N:45]=[C:12]2[CH:13]=[N:14][N:15]([CH:17]([C:26]3[O:30][N:29]=[C:28]([C:31]4[CH:36]=[CH:35][C:34]([O:37][CH2:38][CH2:39][CH3:40])=[CH:33][C:32]=4[C:41]([F:43])([F:44])[F:42])[CH:27]=3)[C:18]([O:20][CH2:21][CH2:22][C:23]([NH:46][C@H:47]([C:49]([NH:51][C@H:52]([C:60]([OH:62])=[O:61])[CH2:53][C:54]3[CH:55]=[CH:56][CH:57]=[CH:58][CH:59]=3)=[O:50])[CH3:48])=[O:24])=[O:19])[CH:16]=[C:11]2[N:10]=1. The yield is 0.570. (6) The reactants are [F:1][C:2]1[CH:13]=[CH:12][C:5]2[NH:6][C:7](=[O:11])[O:8][C:9](=[O:10])[C:4]=2[CH:3]=1.[H-].[Na+].[F:16][C:17]1[CH:24]=[CH:23][C:20]([CH2:21]Br)=[CH:19][CH:18]=1. The catalyst is CN(C=O)C. The product is [F:1][C:2]1[CH:13]=[CH:12][C:5]2[N:6]([CH2:21][C:20]3[CH:23]=[CH:24][C:17]([F:16])=[CH:18][CH:19]=3)[C:7](=[O:11])[O:8][C:9](=[O:10])[C:4]=2[CH:3]=1. The yield is 0.670. (7) The reactants are [C:1]([O:11]C)(=O)[C:2]1[CH:7]=[CH:6][C:5]([O:8][CH3:9])=[CH:4][CH:3]=1.C[Si]([N-][Si](C)(C)C)(C)C.[Li+].[C:23](#[N:25])[CH3:24]. No catalyst specified. The product is [CH3:9][O:8][C:5]1[CH:4]=[CH:3][C:2]([C:1](=[O:11])[CH2:24][C:23]#[N:25])=[CH:7][CH:6]=1. The yield is 0.730.